This data is from Forward reaction prediction with 1.9M reactions from USPTO patents (1976-2016). The task is: Predict the product of the given reaction. (1) The product is: [NH2:26][C@H:23]1[CH2:24][CH2:25][C@H:20]([N:8]2[C:7](=[O:34])[NH:6][C:5]3[C:9]2=[N:10][C:11]([C:13]2[CH:18]=[CH:17][CH:16]=[C:15]([OH:19])[CH:14]=2)=[N:12][C:4]=3[C:1]([NH2:2])=[O:3])[CH2:21][CH2:22]1. Given the reactants [C:1]([C:4]1[N:12]=[C:11]([C:13]2[CH:18]=[CH:17][CH:16]=[C:15]([OH:19])[CH:14]=2)[N:10]=[C:9]2[C:5]=1[NH:6][C:7](=[O:34])[N:8]2[C@H:20]1[CH2:25][CH2:24][C@H:23]([NH:26]C(=O)OC(C)(C)C)[CH2:22][CH2:21]1)(=[O:3])[NH2:2].C(OC(N[C@H]1CC[C@H](N2C(=O)NC3C2=NC(C2C=CC=C(O)C=2)=NC=3C(OCC)=O)CC1)=O)(C)(C)C.N, predict the reaction product. (2) Given the reactants [CH2:1]([C:3]12[CH2:10][CH2:9][C:6]([C:11]3[CH:16]=[CH:15][CH:14]=[CH:13][CH:12]=3)([CH2:7][NH:8]1)[N:5]([CH2:17][C:18]([O:20]CC1C=CC=CC=1)=[O:19])[C:4]2=[O:28])[CH3:2].[H][H], predict the reaction product. The product is: [CH2:1]([C:3]12[CH2:10][CH2:9][C:6]([C:11]3[CH:12]=[CH:13][CH:14]=[CH:15][CH:16]=3)([CH2:7][NH:8]1)[N:5]([CH2:17][C:18]([OH:20])=[O:19])[C:4]2=[O:28])[CH3:2].